From a dataset of Catalyst prediction with 721,799 reactions and 888 catalyst types from USPTO. Predict which catalyst facilitates the given reaction. (1) Product: [C:1]([O:5][C:6]([N:8]1[CH2:11][CH:10]([O:12][CH2:17][CH2:16][C:15]([OH:19])=[O:18])[CH2:9]1)=[O:7])([CH3:4])([CH3:2])[CH3:3]. The catalyst class is: 28. Reactant: [C:1]([O:5][C:6]([N:8]1[CH2:11][CH:10]([OH:12])[CH2:9]1)=[O:7])([CH3:4])([CH3:3])[CH3:2].[H-].[Na+].[C:15]([O:19]C)(=[O:18])[CH:16]=[CH2:17]. (2) Reactant: [CH3:1][O:2][C:3]1[CH:20]=[CH:19][C:6]2[C:7]([CH3:18])=[C:8]([CH:10]([CH2:14][CH2:15][CH2:16][CH3:17])[CH2:11][CH2:12]O)[S:9][C:5]=2[CH:4]=1.C1(P(C2C=CC=CC=2)C2C=CC=CC=2)C=CC=CC=1.C(Br)(Br)(Br)[Br:41]. Product: [Br:41][CH2:12][CH2:11][CH:10]([C:8]1[S:9][C:5]2[CH:4]=[C:3]([O:2][CH3:1])[CH:20]=[CH:19][C:6]=2[C:7]=1[CH3:18])[CH2:14][CH2:15][CH2:16][CH3:17]. The catalyst class is: 2.